From a dataset of Peptide-MHC class II binding affinity with 134,281 pairs from IEDB. Regression. Given a peptide amino acid sequence and an MHC pseudo amino acid sequence, predict their binding affinity value. This is MHC class II binding data. The peptide sequence is KSILLIMNANTLMGR. The MHC is DRB1_0101 with pseudo-sequence DRB1_0101. The binding affinity (normalized) is 1.00.